From a dataset of Catalyst prediction with 721,799 reactions and 888 catalyst types from USPTO. Predict which catalyst facilitates the given reaction. (1) The catalyst class is: 58. Product: [Br:1][C:2]1[CH:3]=[CH:4][C:5]([N:14]([CH2:12][CH3:13])[CH2:15][CH:16]([CH3:18])[CH3:17])=[C:6]([CH:9]=1)[CH:7]=[O:8]. Reactant: [Br:1][C:2]1[CH:3]=[CH:4][C:5](F)=[C:6]([CH:9]=1)[CH:7]=[O:8].Cl.[CH2:12]([NH:14][CH2:15][CH:16]([CH3:18])[CH3:17])[CH3:13].C(=O)([O-])[O-].[Na+].[Na+]. (2) Reactant: C1C=CC2N(O)N=[N:7]C=2C=1.CN(C(ON1N=NC2C=CC=CC1=2)=[N+](C)C)C.F[P-](F)(F)(F)(F)F.[NH2:35][C:36]1[C:45]2[C:40](=[C:41]([F:50])[C:42]([O:48][CH3:49])=[C:43]([O:46][CH3:47])[CH:44]=2)[N:39]=[C:38]([N:51]2[CH2:56][CH2:55][N:54]([C:57](=[O:70])[CH2:58][C@H:59]([C:63]3[CH:68]=[CH:67][C:66]([F:69])=[CH:65][CH:64]=3)[C:60]([OH:62])=O)[CH2:53][CH2:52]2)[N:37]=1.[Cl-].[NH4+].C(N(CC)CC)C. Product: [NH2:35][C:36]1[C:45]2[C:40](=[C:41]([F:50])[C:42]([O:48][CH3:49])=[C:43]([O:46][CH3:47])[CH:44]=2)[N:39]=[C:38]([N:51]2[CH2:56][CH2:55][N:54]([C:57](=[O:70])[CH2:58][C@H:59]([C:63]3[CH:68]=[CH:67][C:66]([F:69])=[CH:65][CH:64]=3)[C:60]([NH2:7])=[O:62])[CH2:53][CH2:52]2)[N:37]=1. The catalyst class is: 210. (3) Reactant: C[O:2][C:3](=[O:20])[C:4]1[CH:13]=[C:12]([C:14]#[C:15][Si](C)(C)C)[CH:11]=[C:6]([C:7]([O:9]C)=[O:8])[CH:5]=1.Cl. Product: [C:14]([C:12]1[CH:11]=[C:6]([C:7]([OH:9])=[O:8])[CH:5]=[C:4]([CH:13]=1)[C:3]([OH:20])=[O:2])#[CH:15]. The catalyst class is: 464. (4) Reactant: Br[C:2]1[CH:7]=[CH:6][C:5]([CH:8]2[O:13][CH2:12][CH2:11][N:10]([C:14]([O:16][C:17]([CH3:20])([CH3:19])[CH3:18])=[O:15])[CH2:9]2)=[CH:4][C:3]=1[Cl:21].[C:22](=[NH:35])([C:29]1[CH:34]=[CH:33][CH:32]=[CH:31][CH:30]=1)[C:23]1[CH:28]=[CH:27][CH:26]=[CH:25][CH:24]=1.CC(C)([O-])C.[Na+]. Product: [Cl:21][C:3]1[CH:4]=[C:5]([CH:8]2[O:13][CH2:12][CH2:11][N:10]([C:14]([O:16][C:17]([CH3:20])([CH3:19])[CH3:18])=[O:15])[CH2:9]2)[CH:6]=[CH:7][C:2]=1[N:35]=[C:22]([C:23]1[CH:28]=[CH:27][CH:26]=[CH:25][CH:24]=1)[C:29]1[CH:34]=[CH:33][CH:32]=[CH:31][CH:30]=1. The catalyst class is: 11. (5) Reactant: [N+:1]([C:4]1[CH:12]=[CH:11][CH:10]=[C:9]2[C:5]=1[CH:6]=[N:7][NH:8]2)([O-:3])=[O:2].C(=O)([O-])[O-].[K+].[K+].Cl.Cl[CH2:21][CH2:22][N:23]1[CH2:28][CH2:27][CH2:26][CH2:25][CH2:24]1. Product: [N+:1]([C:4]1[C:5]2[C:9]([CH:10]=[CH:11][CH:12]=1)=[N:8][N:7]([CH2:21][CH2:22][N:23]1[CH2:28][CH2:27][CH2:26][CH2:25][CH2:24]1)[CH:6]=2)([O-:3])=[O:2]. The catalyst class is: 9. (6) Reactant: [CH2:1]([OH:6])[CH2:2][CH2:3][CH2:4][OH:5].[H-].[Na+].[Cl:9][C:10]1[CH:15]=[CH:14][C:13]([CH:16]([C:40]2[CH:45]=[CH:44][C:43]([Cl:46])=[CH:42][CH:41]=2)[C:17]2[CH:18]=[C:19]3[C:24](=[CH:25][CH:26]=2)[N:23]=[C:22](Cl)[N:21]=[C:20]3[NH:28][CH2:29][C:30]2[CH:35]=[CH:34][C:33]([C:36]([F:39])([F:38])[F:37])=[CH:32][CH:31]=2)=[CH:12][CH:11]=1. Product: [Cl:46][C:43]1[CH:42]=[CH:41][C:40]([CH:16]([C:13]2[CH:12]=[CH:11][C:10]([Cl:9])=[CH:15][CH:14]=2)[C:17]2[CH:18]=[C:19]3[C:24](=[CH:25][CH:26]=2)[N:23]=[C:22]([O:5][CH2:4][CH2:3][CH2:2][CH2:1][OH:6])[N:21]=[C:20]3[NH:28][CH2:29][C:30]2[CH:35]=[CH:34][C:33]([C:36]([F:39])([F:38])[F:37])=[CH:32][CH:31]=2)=[CH:45][CH:44]=1. The catalyst class is: 7. (7) Reactant: [CH3:1][C:2]1[C:10]([O:11][C:12]2[CH:19]=[CH:18][C:15]([C:16]#[N:17])=[CH:14][CH:13]=2)=[CH:9][CH:8]=[C:7]2[C:3]=1[CH:4]=[N:5][N:6]2C1CCCCO1.[ClH:26].O1CCOCC1.C(OCC)C. Product: [ClH:26].[CH3:1][C:2]1[C:10]([O:11][C:12]2[CH:19]=[CH:18][C:15]([C:16]#[N:17])=[CH:14][CH:13]=2)=[CH:9][CH:8]=[C:7]2[C:3]=1[CH:4]=[N:5][NH:6]2. The catalyst class is: 12. (8) The catalyst class is: 809. Reactant: [C-:1]#[N:2].[K+].[CH3:4][O:5][C:6]([CH:8]1[C:12](=O)[CH2:11][O:10][CH2:9]1)=[O:7].OS(O)(=O)=O. Product: [CH3:4][O:5][C:6]([CH:8]1[CH:12]([C:1]#[N:2])[CH2:11][O:10][CH2:9]1)=[O:7]. (9) Reactant: N1C=CC=CC=1.Cl[C:8](Cl)([O:10][C:11](=[O:17])[O:12][C:13](Cl)(Cl)Cl)Cl.[CH2:19]([C@H:23]1[C@@H](O)[C@@H](O)[CH2:25][S:24]1)[CH2:20][CH:21]=[CH2:22].C(=O)(O)[O-].[Na+]. Product: [CH2:19]([C@H:23]1[C@@H:13]2[C@@H:8]([O:10][C:11](=[O:17])[O:12]2)[CH2:25][S:24]1)[CH2:20][CH:21]=[CH2:22]. The catalyst class is: 2. (10) Reactant: [CH3:1][N:2]1[C@@H:18]2[CH2:19][C:7]3[CH:8]=[CH:9][C:10]([O:21][CH3:22])=[C:11]4[O:12][C@H:13]5[C@@H:14]([OH:20])[CH:15]=[CH:16][C@@H:17]2[C@:5]5([C:6]=34)[CH2:4][CH2:3]1.O.OP(O)(O)=O.[OH-].[Na+]. The catalyst class is: 6. Product: [CH3:1][N:2]1[C@@H:18]2[CH2:19][C:7]3[CH:8]=[CH:9][C:10]([O:21][CH3:22])=[C:11]4[O:12][C@H:13]5[C@@H:14]([OH:20])[CH:15]=[CH:16][C@@H:17]2[C@:5]5([C:6]=34)[CH2:4][CH2:3]1.